Dataset: Reaction yield outcomes from USPTO patents with 853,638 reactions. Task: Predict the reaction yield, written as a fraction of the theoretical maximum amount of product (1.0 means a 100% yield; for example, 0.34 means a 34% yield). (1) The reactants are [ClH:1].Cl.FC1C=CC(C2C=NC(N3CCNCC3)=NC=2)=CC=1.C(OC([N:29]1[CH2:34][CH2:33][N:32]([C:35]2[N:40]=[CH:39][C:38]([C:41]3[CH:46]=[CH:45][C:44]([C:47]([F:50])([F:49])[F:48])=[CH:43][CH:42]=3)=[CH:37][N:36]=2)[CH2:31][CH2:30]1)=O)(C)(C)C. No catalyst specified. The product is [ClH:1].[ClH:1].[N:32]1([C:35]2[N:36]=[CH:37][C:38]([C:41]3[CH:42]=[CH:43][C:44]([C:47]([F:49])([F:48])[F:50])=[CH:45][CH:46]=3)=[CH:39][N:40]=2)[CH2:33][CH2:34][NH:29][CH2:30][CH2:31]1. The yield is 0.690. (2) The reactants are Cl[C:2]1[N:7]=[CH:6][C:5]([CH2:8][N:9]2[CH2:13][CH:12]([CH2:14][CH2:15][CH3:16])[CH2:11][C:10]2=[O:17])=[CH:4][CH:3]=1.[CH2:18]([NH2:25])[C:19]1[CH:24]=[CH:23][CH:22]=[CH:21][CH:20]=1.C(=O)([O-])[O-].[K+].[K+].C1C=CC(P(C2C(C3C(P(C4C=CC=CC=4)C4C=CC=CC=4)=CC=C4C=3C=CC=C4)=C3C(C=CC=C3)=CC=2)C2C=CC=CC=2)=CC=1. The catalyst is O1CCOCC1.C1C=CC(/C=C/C(/C=C/C2C=CC=CC=2)=O)=CC=1.C1C=CC(/C=C/C(/C=C/C2C=CC=CC=2)=O)=CC=1.C1C=CC(/C=C/C(/C=C/C2C=CC=CC=2)=O)=CC=1.[Pd].[Pd]. The product is [CH2:18]([NH:25][C:2]1[N:7]=[CH:6][C:5]([CH2:8][N:9]2[CH2:13][CH:12]([CH2:14][CH2:15][CH3:16])[CH2:11][C:10]2=[O:17])=[CH:4][CH:3]=1)[C:19]1[CH:24]=[CH:23][CH:22]=[CH:21][CH:20]=1. The yield is 0.110. (3) The reactants are [C:1]([O:5][C:6]([N:8]1[CH:13]([CH:14]2[CH2:16][CH2:15]2)[CH2:12][N:11]2[N:17]=[C:18]([I:23])[C:19]([C:20]([OH:22])=O)=[C:10]2[CH2:9]1)=[O:7])([CH3:4])([CH3:3])[CH3:2].[NH4+].[Cl-].C[N:27](C(ON1N=NC2C=CC=NC1=2)=[N+](C)C)C.F[P-](F)(F)(F)(F)F.CCN(C(C)C)C(C)C. The catalyst is CN(C=O)C.C(OCC)(=O)C. The product is [C:20]([C:19]1[C:18]([I:23])=[N:17][N:11]2[CH2:12][CH:13]([CH:14]3[CH2:15][CH2:16]3)[N:8]([C:6]([O:5][C:1]([CH3:3])([CH3:4])[CH3:2])=[O:7])[CH2:9][C:10]=12)(=[O:22])[NH2:27]. The yield is 0.680. (4) The reactants are [I:1][C:2]1[CH:3]=[CH:4][C:5]([N:8]2[C:12](=[O:13])[CH2:11][C:10]([CH3:15])([CH3:14])[C:9]2=[O:16])=[N:6][CH:7]=1.CO.[BH4-].[Na+]. The catalyst is C1COCC1. The product is [OH:16][CH:9]1[N:8]([C:5]2[CH:4]=[CH:3][C:2]([I:1])=[CH:7][N:6]=2)[C:12](=[O:13])[CH2:11][C:10]1([CH3:15])[CH3:14]. The yield is 0.460. (5) The yield is 0.950. The product is [CH3:1][C:2]([CH3:23])([CH3:22])[CH2:3][CH2:4][C:5]1([C:18]([O:20][CH3:21])=[O:19])[C:14]2[C:9](=[CH:10][CH:11]=[CH:12][CH:13]=2)[C:8](=[O:15])[CH2:7][C:6]1=[O:16]. The catalyst is C(#N)C. The reactants are [CH3:1][C:2]([CH3:23])([CH3:22])[CH2:3][CH2:4][C:5]1([C:18]([O:20][CH3:21])=[O:19])[C:14]2[C:9](=[CH:10][CH:11]=[CH:12][CH:13]=2)[C:8](=[O:15])[CH:7]=[C:6]1[O:16]C.I[Si](C)(C)C.